From a dataset of Reaction yield outcomes from USPTO patents with 853,638 reactions. Predict the reaction yield, written as a fraction of the theoretical maximum amount of product (1.0 means a 100% yield; for example, 0.34 means a 34% yield). (1) The reactants are [CH:1]1([C:4]([NH:6][C:7]2[N:8]=[CH:9][C:10]3[C:15]([CH:16]=2)=[CH:14][CH:13]=[C:12]([C:17]2[C:18]([CH3:31])=[CH:19][C:20]([NH:23]C(=O)OC(C)(C)C)=[N:21][CH:22]=2)[CH:11]=3)=[O:5])[CH2:3][CH2:2]1. The catalyst is ClCCl.FC(F)(F)C(O)=O. The product is [NH2:23][C:20]1[N:21]=[CH:22][C:17]([C:12]2[CH:11]=[C:10]3[C:15]([CH:16]=[C:7]([NH:6][C:4]([CH:1]4[CH2:2][CH2:3]4)=[O:5])[N:8]=[CH:9]3)=[CH:14][CH:13]=2)=[C:18]([CH3:31])[CH:19]=1. The yield is 0.120. (2) The reactants are Cl[CH:2]([C:31]1[C:32]([CH3:37])=[N:33][O:34][C:35]=1[CH3:36])[C:3]1[O:4][C:5]2[CH:11]=[CH:10][C:9]([CH2:12][C:13]([NH:15][CH:16]([C:23]3[CH:28]=[CH:27][C:26]([CH3:29])=[CH:25][C:24]=3[CH3:30])[C:17]3[CH:22]=[CH:21][CH:20]=[CH:19][CH:18]=3)=[O:14])=[CH:8][C:6]=2[CH:7]=1.Cl.[NH:39]1[CH2:42][CH:41]([C:43]([O:45][CH3:46])=[O:44])[CH2:40]1.C([O-])([O-])=O.[K+].[K+].O. The catalyst is CC#N. The product is [CH3:37][C:32]1[C:31]([CH:2]([C:3]2[O:4][C:5]3[CH:11]=[CH:10][C:9]([CH2:12][C:13]([NH:15][CH:16]([C:23]4[CH:28]=[CH:27][C:26]([CH3:29])=[CH:25][C:24]=4[CH3:30])[C:17]4[CH:18]=[CH:19][CH:20]=[CH:21][CH:22]=4)=[O:14])=[CH:8][C:6]=3[CH:7]=2)[N:39]2[CH2:42][CH:41]([C:43]([O:45][CH3:46])=[O:44])[CH2:40]2)=[C:35]([CH3:36])[O:34][N:33]=1. The yield is 0.738. (3) The reactants are [NH2:1][C:2]1[CH:24]=[CH:23][C:5]([O:6][C:7]2[C:8]3[CH:15]=[C:14]([C:16]([N:18]4[CH2:22][CH2:21][CH2:20][CH2:19]4)=[O:17])[S:13][C:9]=3[N:10]=[CH:11][N:12]=2)=[C:4]([F:25])[CH:3]=1.CN(C)C(C1SC2C(=NC=CC=2OC2C=CC(N[C:47]([NH:49][C:50](=[O:58])[CH2:51][C:52]3[CH:57]=[CH:56][CH:55]=[CH:54][CH:53]=3)=[S:48])=CC=2F)C=1)=O. No catalyst specified. The product is [F:25][C:4]1[CH:3]=[C:2]([NH:1][C:47]([NH:49][C:50](=[O:58])[CH2:51][C:52]2[CH:53]=[CH:54][CH:55]=[CH:56][CH:57]=2)=[S:48])[CH:24]=[CH:23][C:5]=1[O:6][C:7]1[C:8]2[CH:15]=[C:14]([C:16]([N:18]3[CH2:22][CH2:21][CH2:20][CH2:19]3)=[O:17])[S:13][C:9]=2[N:10]=[CH:11][N:12]=1. The yield is 0.170.